From a dataset of TCR-epitope binding with 47,182 pairs between 192 epitopes and 23,139 TCRs. Binary Classification. Given a T-cell receptor sequence (or CDR3 region) and an epitope sequence, predict whether binding occurs between them. (1) The epitope is GILGFVFTL. The TCR CDR3 sequence is CASATGADTEAFF. Result: 1 (the TCR binds to the epitope). (2) The epitope is TFYLTNDVSFL. Result: 0 (the TCR does not bind to the epitope). The TCR CDR3 sequence is CASSHGAGSEKLFF. (3) The epitope is GILGFVFTL. The TCR CDR3 sequence is CASSYRSAYEQYF. Result: 1 (the TCR binds to the epitope). (4) The epitope is FTYASALWEI. The TCR CDR3 sequence is CASSLIVGLNTGELFF. Result: 1 (the TCR binds to the epitope). (5) The epitope is FLNGSCGSV. The TCR CDR3 sequence is CASSVVAGTSGRYEQFF. Result: 0 (the TCR does not bind to the epitope). (6) The epitope is HPVGEADYFEY. Result: 0 (the TCR does not bind to the epitope). The TCR CDR3 sequence is CASSIFSGPGIEAFF. (7) The epitope is FLLNKEMYL. The TCR CDR3 sequence is CASSRGGVNTQYF. Result: 0 (the TCR does not bind to the epitope).